Dataset: Peptide-MHC class I binding affinity with 185,985 pairs from IEDB/IMGT. Task: Regression. Given a peptide amino acid sequence and an MHC pseudo amino acid sequence, predict their binding affinity value. This is MHC class I binding data. (1) The peptide sequence is QELKNSAVSL. The MHC is HLA-B45:01 with pseudo-sequence HLA-B45:01. The binding affinity (normalized) is 0.346. (2) The peptide sequence is TTIFFRADK. The MHC is HLA-B48:01 with pseudo-sequence HLA-B48:01. The binding affinity (normalized) is 0.0847.